From a dataset of Peptide-MHC class I binding affinity with 185,985 pairs from IEDB/IMGT. Regression. Given a peptide amino acid sequence and an MHC pseudo amino acid sequence, predict their binding affinity value. This is MHC class I binding data. (1) The peptide sequence is RANNNRLPK. The MHC is HLA-A68:02 with pseudo-sequence HLA-A68:02. The binding affinity (normalized) is 0.0847. (2) The peptide sequence is AYSYKAFIKY. The MHC is Mamu-A01 with pseudo-sequence Mamu-A01. The binding affinity (normalized) is 0. (3) The binding affinity (normalized) is 0.0847. The peptide sequence is DTVNRTHQY. The MHC is HLA-A02:19 with pseudo-sequence HLA-A02:19. (4) The peptide sequence is GASRRSWPLN. The MHC is HLA-A30:01 with pseudo-sequence HLA-A30:01. The binding affinity (normalized) is 0.240. (5) The peptide sequence is CLINDPWVL. The MHC is HLA-A02:02 with pseudo-sequence HLA-A02:02. The binding affinity (normalized) is 0.470. (6) The MHC is HLA-A02:01 with pseudo-sequence HLA-A02:01. The binding affinity (normalized) is 0.438. The peptide sequence is YVIKVSARV. (7) The peptide sequence is RTMPLSRFT. The MHC is HLA-A03:01 with pseudo-sequence HLA-A03:01. The binding affinity (normalized) is 0.0847. (8) The peptide sequence is WASRELERF. The MHC is HLA-B53:01 with pseudo-sequence HLA-B53:01. The binding affinity (normalized) is 0.430.